Dataset: Reaction yield outcomes from USPTO patents with 853,638 reactions. Task: Predict the reaction yield, written as a fraction of the theoretical maximum amount of product (1.0 means a 100% yield; for example, 0.34 means a 34% yield). (1) The reactants are [CH3:13][C:12]([O:11][C:9](O[C:9]([O:11][C:12]([CH3:15])([CH3:14])[CH3:13])=[O:10])=[O:10])([CH3:15])[CH3:14].[CH3:16][NH:17][CH2:18][CH2:19][C:20]#[N:21]. The catalyst is C(Cl)Cl. The product is [C:20]([CH2:19][CH2:18][N:17]([CH3:16])[C:9](=[O:10])[O:11][C:12]([CH3:13])([CH3:14])[CH3:15])#[N:21]. The yield is 0.900. (2) The reactants are Cl[C:2]1[CH:3]=[C:4]([CH:9]=[CH:10][CH:11]=1)[C:5]([O:7]O)=O.[N:12]1([C:18]([O-:20])=O)[CH2:17][CH2:16][CH:15]=[CH:14][CH2:13]1.CC[O:23]CC. The catalyst is C(Cl)Cl. The product is [CH:14]12[O:23][CH:15]1[CH2:16][CH2:17][N:12]([C:18]([O:7][CH2:5][C:4]1[CH:3]=[CH:2][CH:11]=[CH:10][CH:9]=1)=[O:20])[CH2:13]2. The yield is 0.990. (3) The reactants are [C:1]([N:4]1[C@@H:10]([CH3:11])[C@H:9]([NH:12]C(=O)OC(C)(C)C)[C:8](=[O:20])[N:7]([CH2:21][C:22]2[C:31]3[C:26](=[CH:27][CH:28]=[CH:29][CH:30]=3)[CH:25]=[CH:24][C:23]=2[O:32][CH3:33])[C:6]2[CH:34]=[CH:35][C:36]([C:38]#[N:39])=[CH:37][C:5]1=2)(=[O:3])[CH3:2].[ClH:40]. The catalyst is O1CCOCC1.CCOCC. The product is [ClH:40].[C:1]([N:4]1[C@@H:10]([CH3:11])[C@H:9]([NH2:12])[C:8](=[O:20])[N:7]([CH2:21][C:22]2[C:31]3[C:26](=[CH:27][CH:28]=[CH:29][CH:30]=3)[CH:25]=[CH:24][C:23]=2[O:32][CH3:33])[C:6]2[CH:34]=[CH:35][C:36]([C:38]#[N:39])=[CH:37][C:5]1=2)(=[O:3])[CH3:2]. The yield is 0.780. (4) The reactants are [N:1]1([CH2:7][CH2:8][NH:9][C:10]([C:12]2[CH:17]=[CH:16][C:15]([N:18]3[C:22]([CH2:23][CH2:24][CH3:25])=[C:21]([C:26]([OH:28])=O)[N:20]=[N:19]3)=[CH:14][CH:13]=2)=[O:11])[CH2:6][CH2:5][CH2:4][CH2:3][CH2:2]1.C1C=C[C:32]2N(O)N=[N:35][C:33]=2[CH:34]=1.C1(N)CC1.CCN=C=NCCCN(C)C. The catalyst is C(#N)C.CN(C=O)C. The product is [CH:33]1([NH:35][C:26]([C:21]2[N:20]=[N:19][N:18]([C:15]3[CH:14]=[CH:13][C:12]([C:10]([NH:9][CH2:8][CH2:7][N:1]4[CH2:6][CH2:5][CH2:4][CH2:3][CH2:2]4)=[O:11])=[CH:17][CH:16]=3)[C:22]=2[CH2:23][CH2:24][CH3:25])=[O:28])[CH2:34][CH2:32]1. The yield is 0.632. (5) The reactants are [Br:1][C:2]1[CH:10]=[C:9]2[C:5]([CH2:6][C:7]3([CH2:16][CH2:15][CH:14]([O:17][CH3:18])[CH2:13][CH2:12]3)[C:8]2=[NH:11])=[CH:4][CH:3]=1.O=[C:20]([CH3:24])[C:21](=[S:23])[NH2:22]. The catalyst is CO. The product is [Br:1][C:2]1[CH:10]=[C:9]2[C:5]([CH2:6][C:7]3([C:8]42[NH:22][C:21](=[S:23])[C:20]([CH3:24])=[N:11]4)[CH2:16][CH2:15][CH:14]([O:17][CH3:18])[CH2:13][CH2:12]3)=[CH:4][CH:3]=1. The yield is 0.640. (6) The reactants are Br[C:2]1[CH:3]=[N:4][N:5]([C:7]2[CH:12]=[CH:11][CH:10]=[CH:9][CH:8]=2)[CH:6]=1.[S:13]1[CH:17]=[CH:16][CH:15]=[C:14]1B(O)O.C([O-])([O-])=O.[K+].[K+]. The catalyst is C1(C)C(CO)=CC=CC=1. The product is [C:7]1([N:5]2[CH:6]=[C:2]([C:14]3[S:13][CH:17]=[CH:16][CH:15]=3)[CH:3]=[N:4]2)[CH:12]=[CH:11][CH:10]=[CH:9][CH:8]=1. The yield is 0.270. (7) The reactants are C(OC([N:8]1[C:16]2[C:11](=[C:12]([F:17])[CH:13]=[CH:14][CH:15]=2)[CH:10]=[C:9]1B(O)O)=O)(C)(C)C.[Cl:21][C:22]1[N:27]=[C:26](I)[C:25]([OH:29])=[CH:24][CH:23]=1.C([O-])(O)=O.[Na+]. The catalyst is O1CCOCC1.O.CCOC(C)=O.Cl[Pd](Cl)([P](C1C=CC=CC=1)(C1C=CC=CC=1)C1C=CC=CC=1)[P](C1C=CC=CC=1)(C1C=CC=CC=1)C1C=CC=CC=1. The product is [Cl:21][C:22]1[N:27]=[C:26]([C:9]2[NH:8][C:16]3[C:11]([CH:10]=2)=[C:12]([F:17])[CH:13]=[CH:14][CH:15]=3)[C:25]([OH:29])=[CH:24][CH:23]=1. The yield is 0.765.